Dataset: Full USPTO retrosynthesis dataset with 1.9M reactions from patents (1976-2016). Task: Predict the reactants needed to synthesize the given product. (1) Given the product [N:9]1[C:17]2[CH:16]=[CH:15][N:14]=[CH:13][C:12]=2[NH:11][C:10]=1[C:18]1[C:30]2[C:29]3[C:24](=[CH:25][CH:26]=[CH:27][CH:28]=3)[C:23](=[N:2][OH:3])[C:22]=2[CH:21]=[CH:20][CH:19]=1, predict the reactants needed to synthesize it. The reactants are: Cl.[NH2:2][OH:3].C([O-])(=O)C.[Na+].[N:9]1[C:17]2[CH:16]=[CH:15][N:14]=[CH:13][C:12]=2[NH:11][C:10]=1[C:18]1[C:30]2[C:29]3[C:24](=[CH:25][CH:26]=[CH:27][CH:28]=3)[C:23](=O)[C:22]=2[CH:21]=[CH:20][CH:19]=1. (2) Given the product [C:10]1([C:9]([C:16]2[CH:21]=[CH:20][CH:19]=[CH:18][CH:17]=2)=[N:22][NH:23][C:2]2[CH:3]=[N:4][CH:5]=[CH:6][C:7]=2[CH3:8])[CH:11]=[CH:12][CH:13]=[CH:14][CH:15]=1, predict the reactants needed to synthesize it. The reactants are: Br[C:2]1[CH:3]=[N:4][CH:5]=[CH:6][C:7]=1[CH3:8].[C:9](=[N:22][NH2:23])([C:16]1[CH:21]=[CH:20][CH:19]=[CH:18][CH:17]=1)[C:10]1[CH:15]=[CH:14][CH:13]=[CH:12][CH:11]=1.C1(P(C2C=CC=CC=2)C2C3OC4C(=CC=CC=4P(C4C=CC=CC=4)C4C=CC=CC=4)C(C)(C)C=3C=CC=2)C=CC=CC=1.CC(C)([O-])C.[Na+]. (3) Given the product [CH2:37]([O:36][CH2:35][C@H:17]([NH:16][C:13](=[O:15])[CH2:12][C:6]1[C:5]2[C:9](=[CH:10][CH:11]=[C:3]([F:2])[CH:4]=2)[NH:8][CH:7]=1)[C:18]([NH:20][C:21]1[CH:26]=[CH:25][C:24]([O:27][C:28]2[CH:33]=[CH:32][C:31]([F:34])=[CH:30][CH:29]=2)=[CH:23][CH:22]=1)=[O:19])[C:38]1[CH:43]=[CH:42][CH:41]=[CH:40][CH:39]=1, predict the reactants needed to synthesize it. The reactants are: Cl.[F:2][C:3]1[CH:4]=[C:5]2[C:9](=[CH:10][CH:11]=1)[NH:8][CH:7]=[C:6]2[CH2:12][C:13]([OH:15])=O.[NH2:16][C@@H:17]([CH2:35][O:36][CH2:37][C:38]1[CH:43]=[CH:42][CH:41]=[CH:40][CH:39]=1)[C:18]([NH:20][C:21]1[CH:26]=[CH:25][C:24]([O:27][C:28]2[CH:33]=[CH:32][C:31]([F:34])=[CH:30][CH:29]=2)=[CH:23][CH:22]=1)=[O:19].